The task is: Binary Classification. Given a T-cell receptor sequence (or CDR3 region) and an epitope sequence, predict whether binding occurs between them.. This data is from TCR-epitope binding with 47,182 pairs between 192 epitopes and 23,139 TCRs. The TCR CDR3 sequence is CASSPGTGWAEAFF. The epitope is FPRPWLHGL. Result: 0 (the TCR does not bind to the epitope).